Task: Predict the reactants needed to synthesize the given product.. Dataset: Full USPTO retrosynthesis dataset with 1.9M reactions from patents (1976-2016) (1) Given the product [CH3:7][O:8][C:9]1[CH:14]=[CH:13][C:12]([C:19]2[CH:20]=[C:21]([CH:30]=[O:31])[O:22][C:23]=2[C:24]2[CH:29]=[CH:28][CH:27]=[CH:26][CH:25]=2)=[CH:11][CH:10]=1, predict the reactants needed to synthesize it. The reactants are: C(=O)([O-])[O-].[Na+].[Na+].[CH3:7][O:8][C:9]1[CH:14]=[CH:13][C:12](B(O)O)=[CH:11][CH:10]=1.Br[C:19]1[CH:20]=[C:21]([CH:30]=[O:31])[O:22][C:23]=1[C:24]1[CH:29]=[CH:28][CH:27]=[CH:26][CH:25]=1.O. (2) Given the product [CH2:20]([O:19][CH:16]1[CH2:15][CH2:14][C:13]2([CH2:12][N:28]([C:42]([O:41][C:38]([CH3:40])([CH3:39])[CH3:37])=[O:43])[CH2:27]2)[CH2:18][CH2:17]1)[C:21]1[CH:22]=[CH:23][CH:24]=[CH:25][CH:26]=1, predict the reactants needed to synthesize it. The reactants are: CC1C=CC(S(O[CH2:12][C:13]2([C:27]#[N:28])[CH2:18][CH2:17][CH:16]([O:19][CH2:20][C:21]3[CH:26]=[CH:25][CH:24]=[CH:23][CH:22]=3)[CH2:15][CH2:14]2)(=O)=O)=CC=1.[H-].[H-].[H-].[H-].[Li+].[Al+3].[OH-].[Na+].[CH3:37][C:38]([O:41][C:42](O[C:42]([O:41][C:38]([CH3:40])([CH3:39])[CH3:37])=[O:43])=[O:43])([CH3:40])[CH3:39]. (3) Given the product [CH2:13]([O:20][C:21]1[CH:22]=[CH:23][C:24]([C:5]2[CH:6]=[CH:7][CH:8]=[CH:9][C:4]=2[N+:1]([O-:3])=[O:2])=[N:25][CH:26]=1)[C:14]1[CH:15]=[CH:16][CH:17]=[CH:18][CH:19]=1, predict the reactants needed to synthesize it. The reactants are: [N+:1]([C:4]1[CH:9]=[CH:8][CH:7]=[CH:6][C:5]=1B(O)O)([O-:3])=[O:2].[CH2:13]([O:20][C:21]1[CH:22]=[CH:23][C:24](Br)=[N:25][CH:26]=1)[C:14]1[CH:19]=[CH:18][CH:17]=[CH:16][CH:15]=1.C(=O)([O-])[O-].[K+].[K+].O.